This data is from NCI-60 drug combinations with 297,098 pairs across 59 cell lines. The task is: Regression. Given two drug SMILES strings and cell line genomic features, predict the synergy score measuring deviation from expected non-interaction effect. (1) Drug 1: CC=C1C(=O)NC(C(=O)OC2CC(=O)NC(C(=O)NC(CSSCCC=C2)C(=O)N1)C(C)C)C(C)C. Drug 2: CNC(=O)C1=NC=CC(=C1)OC2=CC=C(C=C2)NC(=O)NC3=CC(=C(C=C3)Cl)C(F)(F)F. Cell line: T-47D. Synergy scores: CSS=2.71, Synergy_ZIP=0.282, Synergy_Bliss=3.84, Synergy_Loewe=-10.7, Synergy_HSA=0.632. (2) Drug 1: CC1=C(C(=O)C2=C(C1=O)N3CC4C(C3(C2COC(=O)N)OC)N4)N. Drug 2: CC12CCC3C(C1CCC2OP(=O)(O)O)CCC4=C3C=CC(=C4)OC(=O)N(CCCl)CCCl.[Na+]. Cell line: MDA-MB-231. Synergy scores: CSS=6.54, Synergy_ZIP=-0.698, Synergy_Bliss=2.19, Synergy_Loewe=-0.926, Synergy_HSA=1.37. (3) Drug 1: CN(C)C(=N)N=C(N)N. Drug 2: B(C(CC(C)C)NC(=O)C(CC1=CC=CC=C1)NC(=O)C2=NC=CN=C2)(O)O. Cell line: T-47D. Synergy scores: CSS=35.5, Synergy_ZIP=0.299, Synergy_Bliss=0.265, Synergy_Loewe=-24.3, Synergy_HSA=-0.0962. (4) Drug 1: CC12CCC3C(C1CCC2O)C(CC4=C3C=CC(=C4)O)CCCCCCCCCS(=O)CCCC(C(F)(F)F)(F)F. Drug 2: CC1CCCC2(C(O2)CC(NC(=O)CC(C(C(=O)C(C1O)C)(C)C)O)C(=CC3=CSC(=N3)C)C)C. Cell line: SK-MEL-28. Synergy scores: CSS=32.7, Synergy_ZIP=5.36, Synergy_Bliss=5.52, Synergy_Loewe=-13.3, Synergy_HSA=4.90. (5) Drug 1: C1C(C(OC1N2C=NC3=C(N=C(N=C32)Cl)N)CO)O. Drug 2: CC1C(C(CC(O1)OC2CC(CC3=C2C(=C4C(=C3O)C(=O)C5=C(C4=O)C(=CC=C5)OC)O)(C(=O)CO)O)N)O.Cl. Cell line: MALME-3M. Synergy scores: CSS=33.7, Synergy_ZIP=-8.51, Synergy_Bliss=-6.06, Synergy_Loewe=-9.03, Synergy_HSA=-2.94. (6) Drug 2: C(=O)(N)NO. Synergy scores: CSS=40.7, Synergy_ZIP=0.857, Synergy_Bliss=-2.19, Synergy_Loewe=-21.3, Synergy_HSA=-5.10. Cell line: OVCAR-4. Drug 1: C1=C(C(=O)NC(=O)N1)F.